Dataset: Reaction yield outcomes from USPTO patents with 853,638 reactions. Task: Predict the reaction yield, written as a fraction of the theoretical maximum amount of product (1.0 means a 100% yield; for example, 0.34 means a 34% yield). The reactants are [CH3:1][C:2]1[CH:7]=[CH:6][C:5]([S:8]([N:11]([CH2:17][C:18]2[CH:27]=[CH:26][C:21]([C:22]([O:24]C)=[O:23])=[CH:20][CH:19]=2)[CH:12]([CH2:15][CH3:16])[CH2:13][CH3:14])(=[O:10])=[O:9])=[CH:4][CH:3]=1.[OH-].[K+]. The catalyst is CO. The product is [CH3:1][C:2]1[CH:3]=[CH:4][C:5]([S:8]([N:11]([CH2:17][C:18]2[CH:19]=[CH:20][C:21]([C:22]([OH:24])=[O:23])=[CH:26][CH:27]=2)[CH:12]([CH2:13][CH3:14])[CH2:15][CH3:16])(=[O:10])=[O:9])=[CH:6][CH:7]=1. The yield is 0.430.